This data is from Forward reaction prediction with 1.9M reactions from USPTO patents (1976-2016). The task is: Predict the product of the given reaction. (1) The product is: [F:31][C:2]([F:1])([F:30])[C:3]1[CH:4]=[C:5]([S:9]([N:12]2[CH2:13][CH2:14][CH:15]([O:18][NH2:19])[CH2:16][CH2:17]2)(=[O:11])=[O:10])[CH:6]=[CH:7][CH:8]=1. Given the reactants [F:1][C:2]([F:31])([F:30])[C:3]1[CH:4]=[C:5]([S:9]([N:12]2[CH2:17][CH2:16][CH:15]([O:18][N:19]3C(=O)C4C(=CC=CC=4)C3=O)[CH2:14][CH2:13]2)(=[O:11])=[O:10])[CH:6]=[CH:7][CH:8]=1.O.NN, predict the reaction product. (2) Given the reactants [Cl:1][C:2]1[C:11]2[CH2:10][CH2:9][CH2:8][CH2:7][C:6]=2[C:5](Cl)=[N:4][N:3]=1.[NH3:13], predict the reaction product. The product is: [Cl:1][C:2]1[C:11]2[CH2:10][CH2:9][CH2:8][CH2:7][C:6]=2[C:5]([NH2:13])=[N:4][N:3]=1. (3) Given the reactants [F:1][C:2]1[CH:32]=[CH:31][C:5]([C:6]([N:8]2[CH2:11][C:10]([CH2:17][O:18][C:19]3[CH:28]=[CH:27][C:26]4[C:21](=[CH:22][CH:23]=[C:24]([O:29][CH3:30])[CH:25]=4)[CH:20]=3)([C:12]([O:14]CC)=[O:13])[CH2:9]2)=[O:7])=[CH:4][CH:3]=1.C[Si](C)(C)[O-].[Na+].O.P(=O)(O)(O)O, predict the reaction product. The product is: [F:1][C:2]1[CH:32]=[CH:31][C:5]([C:6]([N:8]2[CH2:9][C:10]([CH2:17][O:18][C:19]3[CH:28]=[CH:27][C:26]4[C:21](=[CH:22][CH:23]=[C:24]([O:29][CH3:30])[CH:25]=4)[CH:20]=3)([C:12]([OH:14])=[O:13])[CH2:11]2)=[O:7])=[CH:4][CH:3]=1. (4) Given the reactants [CH:1]12[CH2:10][CH:5]3[CH2:6][CH:7]([CH2:9][CH:3]([CH2:4]3)[CH:2]1[O:11][CH2:12][C:13]([CH:19]1[CH2:24][CH2:23][CH2:22][CH2:21][CH2:20]1)([CH2:16][O:17][CH3:18])[CH2:14][OH:15])[CH2:8]2.[H-].[Na+].CI.[CH3:29]CCCCC.C(OCC)(=O)C, predict the reaction product. The product is: [CH:3]12[CH2:4][CH:5]3[CH2:6][CH:7]([CH2:8][CH:1]([CH2:10]3)[CH:2]1[O:11][CH2:12][C:13]([CH:19]1[CH2:20][CH2:21][CH2:22][CH2:23][CH2:24]1)([CH2:14][O:15][CH3:29])[CH2:16][O:17][CH3:18])[CH2:9]2. (5) Given the reactants Cl.C1C=CC2N(O)N=NC=2C=1.O.ON1C2C=CC=CC=2N=N1.CCCC([C:28]1(CC)C(=O)[N-:34][C:32](=O)[NH:31][C:29]1=O)C.[Na+].C=[CH:41][N:42]1[C:46](=O)[CH2:45][CH2:44][CH2:43]1.II, predict the reaction product. The product is: [CH2:29]([N:31]=[C:32]=[N:34][CH2:44][CH2:45][CH2:46][N:42]([CH3:41])[CH3:43])[CH3:28]. (6) Given the reactants [CH3:1][CH2:2][CH2:3][CH2:4][C:5]1[CH:6]=[CH:7][C:8]([OH:11])=[CH:9][CH:10]=1.[CH3:12][C:13](OC(C)=O)=[O:14].N1C=CC=CC=1, predict the reaction product. The product is: [C:13]([O:11][C:8]1[CH:7]=[CH:6][C:5]([CH2:4][CH2:3][CH2:2][CH3:1])=[CH:10][CH:9]=1)(=[O:14])[CH3:12]. (7) Given the reactants Cl[C:2]([O:4][CH2:5][C:6]1[CH:11]=[CH:10][C:9]([N+:12]([O-:14])=[O:13])=[CH:8][CH:7]=1)=[O:3].Cl.[Cl:16][C:17]1[CH:18]=[CH:19][C:20]2[N:29]([C:30]([C:32]3[CH:49]=[CH:48][C:35]([CH2:36][NH:37][C:38](=[O:47])[CH2:39][CH2:40][CH:41]4[CH2:46][CH2:45][NH:44][CH2:43][CH2:42]4)=[CH:34][C:33]=3[CH3:50])=[O:31])[CH2:28][C:27]3[CH:26]=[N:25][N:24]([CH3:51])[C:23]=3[NH:22][C:21]=2[CH:52]=1, predict the reaction product. The product is: [N+:12]([C:9]1[CH:10]=[CH:11][C:6]([CH2:5][O:4][C:2]([N:44]2[CH2:45][CH2:46][CH:41]([CH2:40][CH2:39][C:38](=[O:47])[NH:37][CH2:36][C:35]3[CH:48]=[CH:49][C:32]([C:30]([N:29]4[CH2:28][C:27]5[CH:26]=[N:25][N:24]([CH3:51])[C:23]=5[NH:22][C:21]5[CH:52]=[C:17]([Cl:16])[CH:18]=[CH:19][C:20]4=5)=[O:31])=[C:33]([CH3:50])[CH:34]=3)[CH2:42][CH2:43]2)=[O:3])=[CH:7][CH:8]=1)([O-:14])=[O:13]. (8) Given the reactants [Cl:1][C:2]1[CH:3]=[CH:4][C:5]([NH:8][C:9](=[O:28])[C:10]2[CH:15]=[C:14]([C:16]([O:18][CH3:19])=[O:17])[CH:13]=[CH:12][C:11]=2[NH:20][CH2:21][CH:22]2[CH2:27][CH2:26][NH:25][CH2:24][CH2:23]2)=[N:6][CH:7]=1.Cl[C:30]1[CH:35]=[CH:34][N:33]=[C:32]([C:36]([OH:38])=[O:37])[CH:31]=1, predict the reaction product. The product is: [Cl:1][C:2]1[CH:3]=[CH:4][C:5]([NH:8][C:9](=[O:28])[C:10]2[CH:15]=[C:14]([C:16]([O:18][CH3:19])=[O:17])[CH:13]=[CH:12][C:11]=2[NH:20][CH2:21][CH:22]2[CH2:27][CH2:26][N:25]([C:30]3[CH:35]=[CH:34][N:33]=[C:32]([C:36]([OH:38])=[O:37])[CH:31]=3)[CH2:24][CH2:23]2)=[N:6][CH:7]=1. (9) Given the reactants [N:1]1[CH:6]=[CH:5][CH:4]=[CH:3][C:2]=1[C:7]1[N:12]=[C:11]([OH:13])[C:10]([C:14]#[C:15][Si](C)(C)C)=[CH:9][N:8]=1.Cl[CH2:21][C:22]1[CH:27]=[CH:26][C:25]([O:28][CH3:29])=[CH:24][CH:23]=1.C(N(CC)CC)C.O, predict the reaction product. The product is: [C:14]([C:10]1[C:11]([O:13][CH2:21][C:22]2[CH:27]=[CH:26][C:25]([O:28][CH3:29])=[CH:24][CH:23]=2)=[N:12][C:7]([C:2]2[CH:3]=[CH:4][CH:5]=[CH:6][N:1]=2)=[N:8][CH:9]=1)#[CH:15]. (10) Given the reactants [C:1]([N:4]1[C:13]2[C:8](=[CH:9][C:10]([C:14]3[CH:24]=[CH:23][C:17]([C:18]([O:20][CH2:21][CH3:22])=[O:19])=[CH:16][CH:15]=3)=[CH:11][CH:12]=2)[C@H:7]([NH2:25])[CH2:6][C@@H:5]1[CH3:26])(=[O:3])[CH3:2].Cl[C:28]1[CH:35]=[CH:34][C:31]([C:32]#[N:33])=[CH:30][N:29]=1.CCN(C(C)C)C(C)C, predict the reaction product. The product is: [C:1]([N:4]1[C:13]2[C:8](=[CH:9][C:10]([C:14]3[CH:24]=[CH:23][C:17]([C:18]([O:20][CH2:21][CH3:22])=[O:19])=[CH:16][CH:15]=3)=[CH:11][CH:12]=2)[C@H:7]([NH:25][C:28]2[CH:35]=[CH:34][C:31]([C:32]#[N:33])=[CH:30][N:29]=2)[CH2:6][C@@H:5]1[CH3:26])(=[O:3])[CH3:2].